From a dataset of Reaction yield outcomes from USPTO patents with 853,638 reactions. Predict the reaction yield, written as a fraction of the theoretical maximum amount of product (1.0 means a 100% yield; for example, 0.34 means a 34% yield). The reactants are [CH3:1][O:2][C:3]1[N:8]=[C:7]2[C:9]([CH:12]=O)=[CH:10][NH:11][C:6]2=[CH:5][CH:4]=1.[OH:14][C:15]1[C:20]2[C:21](=[O:24])[CH2:22][O:23][C:19]=2[CH:18]=[C:17]([OH:25])[CH:16]=1.Cl. The catalyst is CCO. The product is [OH:14][C:15]1[C:20]2[C:21](=[O:24])/[C:22](=[CH:12]/[C:9]3[C:7]4=[N:8][C:3]([O:2][CH3:1])=[CH:4][CH:5]=[C:6]4[NH:11][CH:10]=3)/[O:23][C:19]=2[CH:18]=[C:17]([OH:25])[CH:16]=1. The yield is 0.620.